This data is from Drug-target binding data from BindingDB using IC50 measurements. The task is: Regression. Given a target protein amino acid sequence and a drug SMILES string, predict the binding affinity score between them. We predict pIC50 (pIC50 = -log10(IC50 in M); higher means more potent). Dataset: bindingdb_ic50. The compound is Cc1c(C(=O)O)[nH]n2c(=O)c3ccc(Cl)cc3nc12. The target protein (Q831P9) has sequence MRKIALFPGSFDPMTNGHLNLIERSAKLFDEVIIGVFINTSKQTLFTPEEKKYLIEEATKEMPNVRVIMQETQLTVESAKSLGANFLIRGIRNVKDYEYEKDIAKMNQHLAPEIETVFLLAEEPYAHVSSSLLKEVLRFGGDVSDYLPPNIYHALKQKKNDWS. The pIC50 is 3.8.